This data is from Reaction yield outcomes from USPTO patents with 853,638 reactions. The task is: Predict the reaction yield, written as a fraction of the theoretical maximum amount of product (1.0 means a 100% yield; for example, 0.34 means a 34% yield). (1) The reactants are [F:1][C:2]1[CH:7]=[CH:6][CH:5]=[C:4]([O:8][CH3:9])[C:3]=1[OH:10].I[C:12]1[CH:17]=[CH:16][CH:15]=[C:14]([N+:18]([O-:20])=[O:19])[CH:13]=1.C([O-])([O-])=O.[Cs+].[Cs+].CN(C)CC(O)=O.Cl. The catalyst is O1CCOCC1.[Cu]I. The product is [F:1][C:2]1[CH:7]=[CH:6][CH:5]=[C:4]([O:8][CH3:9])[C:3]=1[O:10][C:12]1[CH:17]=[CH:16][CH:15]=[C:14]([N+:18]([O-:20])=[O:19])[CH:13]=1. The yield is 0.750. (2) The reactants are CC([O-])(C)C.[K+].[CH2:7]([O:9][C:10](=[O:21])[CH:11]([NH:17][C:18](=[O:20])[CH3:19])[C:12]([O:14][CH2:15][CH3:16])=[O:13])[CH3:8].[CH:22]1([C:25](Cl)=[O:26])[CH2:24][CH2:23]1. The catalyst is C1COCC1. The product is [CH2:15]([O:14][C:12](=[O:13])[C:11]([NH:17][C:18](=[O:20])[CH3:19])([C:25]([CH:22]1[CH2:24][CH2:23]1)=[O:26])[C:10]([O:9][CH2:7][CH3:8])=[O:21])[CH3:16]. The yield is 0.600.